Dataset: Reaction yield outcomes from USPTO patents with 853,638 reactions. Task: Predict the reaction yield, written as a fraction of the theoretical maximum amount of product (1.0 means a 100% yield; for example, 0.34 means a 34% yield). (1) The reactants are [CH3:1][C:2]1[CH:7]=[C:6]([CH3:8])[NH:5][C:4](=[O:9])[C:3]=1[CH2:10][NH:11][C:12](=[O:37])[C:13]1[CH:18]=[C:17]([C:19]#[C:20][CH:21]2[CH2:26][CH2:25][NH:24][CH2:23][CH2:22]2)[CH:16]=[C:15]([N:27]([CH2:34][CH3:35])[CH:28]2[CH2:33][CH2:32][O:31][CH2:30][CH2:29]2)[C:14]=1[CH3:36].[CH2:38]=O.O.[Na]. The catalyst is CO. The product is [CH3:1][C:2]1[CH:7]=[C:6]([CH3:8])[NH:5][C:4](=[O:9])[C:3]=1[CH2:10][NH:11][C:12](=[O:37])[C:13]1[CH:18]=[C:17]([C:19]#[C:20][CH:21]2[CH2:26][CH2:25][N:24]([CH3:38])[CH2:23][CH2:22]2)[CH:16]=[C:15]([N:27]([CH2:34][CH3:35])[CH:28]2[CH2:33][CH2:32][O:31][CH2:30][CH2:29]2)[C:14]=1[CH3:36]. The yield is 0.930. (2) The reactants are [H-].[Na+].[CH2:3]([OH:15])[CH2:4][O:5][CH2:6][CH2:7][O:8][CH2:9][CH2:10][O:11][CH2:12][CH2:13]O.S([O-])(=O)(=O)C.[CH2:21]([O:28][CH2:29][CH2:30][O:31][CH2:32][CH2:33][O:34][CH2:35][CH2:36][O:37][CH2:38][CH2:39][OH:40])[C:22]1[CH:27]=[CH:26][CH:25]=[CH:24][CH:23]=1. The catalyst is O1CCCC1. The product is [CH2:21]([O:28][CH2:29][CH2:30][O:31][CH2:32][CH2:33][O:34][CH2:35][CH2:36][O:37][CH2:38][CH2:39][O:40][CH2:13][CH2:12][O:11][CH2:10][CH2:9][O:8][CH2:7][CH2:6][O:5][CH2:4][CH2:3][OH:15])[C:22]1[CH:23]=[CH:24][CH:25]=[CH:26][CH:27]=1. The yield is 0.340. (3) The reactants are [O:1]=[S:2]1(=[O:23])[CH2:7][CH2:6][N:5]([CH2:8][CH2:9][NH:10][S:11]([C:14]2[CH:19]=[CH:18][CH:17]=[CH:16][C:15]=2[N+:20]([O-:22])=[O:21])(=[O:13])=[O:12])[CH2:4][CH2:3]1.C(=O)([O-])[O-].[Cs+].[Cs+].Br[CH2:31][CH2:32][CH2:33][O:34][Si:35]([C:38]([CH3:41])([CH3:40])[CH3:39])([CH3:37])[CH3:36].C(OCC)(=O)C. The catalyst is CN(C=O)C.O. The product is [Si:35]([O:34][CH2:33][CH2:32][CH2:31][N:10]([CH2:9][CH2:8][N:5]1[CH2:6][CH2:7][S:2](=[O:1])(=[O:23])[CH2:3][CH2:4]1)[S:11]([C:14]1[CH:19]=[CH:18][CH:17]=[CH:16][C:15]=1[N+:20]([O-:22])=[O:21])(=[O:12])=[O:13])([C:38]([CH3:39])([CH3:40])[CH3:41])([CH3:37])[CH3:36]. The yield is 0.930. (4) The reactants are [F:1][C:2]1[CH:3]=[C:4]([OH:11])[C:5](=[CH:9][CH:10]=1)[C:6](Cl)=[O:7].C(N(CC)C(C)C)(C)C.Cl.[N+:22]([C:25]1[CH:26]=[C:27]([CH:30]=[CH:31][CH:32]=1)[CH2:28][NH2:29])([O-:24])=[O:23]. The catalyst is ClCCl. The product is [F:1][C:2]1[CH:10]=[CH:9][C:5]([C:6]([NH:29][CH2:28][C:27]2[CH:30]=[CH:31][CH:32]=[C:25]([N+:22]([O-:24])=[O:23])[CH:26]=2)=[O:7])=[C:4]([OH:11])[CH:3]=1. The yield is 0.670.